From a dataset of Drug-target binding data from BindingDB using IC50 measurements. Regression. Given a target protein amino acid sequence and a drug SMILES string, predict the binding affinity score between them. We predict pIC50 (pIC50 = -log10(IC50 in M); higher means more potent). Dataset: bindingdb_ic50. (1) The small molecule is C/C(=N\OCCO)c1ccc2nnc(Cc3ccc4ncccc4c3F)n2n1. The target protein (P08581) has sequence MKAPAVLAPGILVLLFTLVQRSNGECKEALAKSEMNVNMKYQLPNFTAETPIQNVILHEHHIFLGATNYIYVLNEEDLQKVAEYKTGPVLEHPDCFPCQDCSSKANLSGGVWKDNINMALVVDTYYDDQLISCGSVNRGTCQRHVFPHNHTADIQSEVHCIFSPQIEEPSQCPDCVVSALGAKVLSSVKDRFINFFVGNTINSSYFPDHPLHSISVRRLKETKDGFMFLTDQSYIDVLPEFRDSYPIKYVHAFESNNFIYFLTVQRETLDAQTFHTRIIRFCSINSGLHSYMEMPLECILTEKRKKRSTKKEVFNILQAAYVSKPGAQLARQIGASLNDDILFGVFAQSKPDSAEPMDRSAMCAFPIKYVNDFFNKIVNKNNVRCLQHFYGPNHEHCFNRTLLRNSSGCEARRDEYRTEFTTALQRVDLFMGQFSEVLLTSISTFIKGDLTIANLGTSEGRFMQVVVSRSGPSTPHVNFLLDSHPVSPEVIVEHTLNQNG.... The pIC50 is 7.8. (2) The drug is CCN(CC)S(=O)(=O)c1cc(C(=O)Nc2ccccc2C(=O)O)ccc1F. The target protein (Q820T1) has sequence MKNYARISCTSRYVPENCVTNHQLSEMMDTSDEWIHSRTGISERRIVTQENTSDLCHQVAKQLLEKSGKQASEIDFILVATVTPDFNMPSVACQVQGAIGATEAFAFDISAACSGFVYALSMAEKLVLSGRYQTGLVIGGETFSKMLDWTDRSTAVLFGDGAAGVLIEAAETPHFLNEKLQADGQRWAALTSGYTINESPFYQGHKQASKTLQMEGRSIFDFAIKDVSQNILSLVTDETVDYLLLHQANVRIIDKIARKTKISREKFLTNMDKYGNTSAASIPILLDEAVENGTLILGSQQRVVLTGFGGGLTWGSLLLTL. The pIC50 is 5.1. (3) The compound is CCS(=O)(=O)c1ccc2nc(-c3ccc(-c4ccccc4F)cc3)[nH]c2c1. The target protein (Q86SK9) has sequence MPGPATDAGKIPFCDAKEEIRAGLESSEGGGGPERPGARGQRQNIVWRNVVLMSLLHLGAVYSLVLIPKAKPLTLLWAYFCFLLAALGVTAGAHRLWSHRSYRAKLPLRIFLAVANSMAFQNDIFEWSRDHRAHHKYSETDADPHNARRGFFFSHIGWLFVRKHRDVIEKGRKLDVTDLLADPVVRIQRKYYKISVVLMCFVVPTLVPWYIWGESLWNSYFLASILRYTISLNISWLVNSAAHMYGNRPYDKHISPRQNPLVALGAIGEGFHNYHHTFPFDYSASEFGLNFNPTTWFIDFMCWLGLATDRKRATKPMIEARKARTGDSSA. The pIC50 is 4.7. (4) The small molecule is O=C(O)c1ccc(CC(CCCS)C(=O)O)cc1. The target protein sequence is KSSNEATNITPKHNMKAFLDELKAENIKKFLYNFTQIPHLAGTEQNFQLAKQIQSQWKEFGLDSVELAHYDVLLSYPNKTHPNYISIINEDGNEIFNTSLFEPPPPGYENVSDIVPPFSAFSPQGMPEGDLVYVNYARTEDFFKLERDMKINCSGKIVIARYGKVFRGNKVKNAQLAGAKGVILYSDPADYFAPGVKSYPDGWNLPGGGVQRGNILNLNGAGDPLTPGYPANEYAYRRGIAEAVGLPSIPVHPIGYYDAQKLLEKMGGSAPPDSSWRGSLKVPYNVGPGFTGNFSTQKVKMHIHSTNEVTRIYNVIGTLRGAVEPDRYVILGGHRDSWVFGGIDPQSGAAVVHEIVRSFGTLKKEGWRPRRTILFASWDAEEFGLLGSTEWAEENSRLLQERGVAYINADSSIEGNYTLRVDCTPLMYSLVHNLTKELKSPDEGFEGKSLYESWTKKSPSPEFSGMPRISKLGSGNDFEVFFQRLGIASGRARYTKNWET.... The pIC50 is 7.2. (5) The compound is NC(=O)c1cncc(OCc2cccc(NC(=O)c3cccc(F)c3)c2)c1. The target protein sequence is MAEPDPSHPLETQAGKVQEAQDSDSDSEGGAAGGEADMDFLRNLFSQTLSLGSQKERLLDELTLEGVARYMQSERCRRVICLVGAGISTSAGIPDFRSPSTGLYDNLEKYHLPYPEAIFEISYFKKHPEPFFALAKELYPGQFKPTICHYFMRLLKDKGLLLRCYTQNIDTLERIAGLEQEDLVEAHGTFYTSHCVSASCRHEYPLSWMKEKIFSEVTPKCEDCQSLVKPDIVFFGESLPARFFSCMQSDFLKVDLLLVMGTSLQVQPFASLISKAPLSTPRLLINKEKAGQSDPFLGMIMGLGGGMDFDSKKAYRDVAWLGECDQGCLALAELLGWKKELEDLVRREHASIDAQSGAGVPNPSTSASPKKSPPPAKDEARTTEREKPQ. The pIC50 is 7.1. (6) The compound is CC(C)(c1ncc(-c2ccc(Cl)cc2)s1)N1CCN(C[C@@H](O)C[C@@H](Cc2cc3cnccc3s2)C(=O)N[C@H]2c3ccccc3OC[C@H]2O)[C@H](C(=O)NCC(F)(F)F)C1. The target protein sequence is PQITLWKRPLVTIKIGGQLKEALLDTGADDTVLEEMNLPGRWKPKMIGGIGGFIKVRQYDQILIEICGHKAIGTVLVGPTPVNIIGRNLLTQIGCTLNF. The pIC50 is 9.8. (7) The small molecule is COCCc1sc(S(=O)(=O)NC(=O)Nc2ncc(Br)s2)cc1C. The pIC50 is 7.2. The target protein (P09467) has sequence MADQAPFDTDVNTLTRFVMEEGRKARGTGELTQLLNSLCTAVKAISSAVRKAGIAHLYGIAGSTNVTGDQVKKLDVLSNDLVMNMLKSSFATCVLVSEEDKHAIIVEPEKRGKYVVCFDPLDGSSNIDCLVSVGTIFGIYRKKSTDEPSEKDALQPGRNLVAAGYALYGSATMLVLAMDCGVNCFMLDPAIGEFILVDKDVKIKKKGKIYSLNEGYARDFDPAVTEYIQRKKFPPDNSAPYGARYVGSMVADVHRTLVYGGIFLYPANKKSPNGKLRLLYECNPMAYVMEKAGGMATTGKEAVLDVIPTDIHQRAPVILGSPDDVLEFLKVYEKHSAQ. (8) The compound is O=C([O-])C1=CSC2CC(=O)N12. The target protein (P00803) has sequence MANMFALILVIATLVTGILWCVDKFFFAPKRRERQAAAQAAAGDSLDKATLKKVAPKPGWLETGASVFPVLAIVLIVRSFIYEPFQIPSGSMMPTLLIGDFILVEKFAYGIKDPIYQKTLIETGHPKRGDIVVFKYPEDPKLDYIKRAVGLPGDKVTYDPVSKELTIQPGCSSGQACENALPVTYSNVEPSDFVQTFSRRNGGEATSGFFEVPKNETKENGIRLSERKETLGDVTHRILTVPIAQDQVGMYYQQPGQQLATWIVPPGQYFMMGDNRDNSADSRYWGFVPEANLVGRATAIWMSFDKQEGEWPTGLRLSRIGGIH. The pIC50 is 3.2. (9) The compound is COc1c(C(O)CCC(C)C)ccc2c1C(=O)Oc1cc(C)cc(OCCC(C)C)c1O2. The target protein (P11597) has sequence MLAATVLTLALLGNAHACSKGTSHEAGIVCRITKPALLVLNHETAKVIQTAFQRASYPDITGEKAMMLLGQVKYGLHNIQISHLSIASSQVELVEAKSIDVSIQNVSVVFKGTLKYGYTTAWWLGIDQSIDFEIDSAIDLQINTQLTCDSGRVRTDAPDCYLSFHKLLLHLQGEREPGWIKQLFTNFISFTLKLVLKGQICKEINVISNIMADFVQTRAASILSDGDIGVDISLTGDPVITASYLESHHKGHFIYKNVSEDLPLPTFSPTLLGDSRMLYFWFSERVFHSLAKVAFQDGRLMLSLMGDEFKAVLETWGFNTNQEIFQEVVGGFPSQAQVTVHCLKMPKISCQNKGVVVNSSVMVKFLFPRPDQQHSVAYTFEEDIVTTVQASYSKKKLFLSLLDFQITPKTVSNLTESSSESVQSFLQSMITAVGIPEVMSRLEVVFTALMNSKGVSLFDIINPEIITRDGFLLLQMDFGFPEHLLVDFLQSLS. The pIC50 is 4.7. (10) The small molecule is Cn1c2ccccc2c2c3c(c4c5ccccc5n(CCC#N)c4c21)CNC3=O. The target protein (P16277) has sequence MGLLSSKRQVSEKGKGWSPVKIRTQDKAPPPLPPLVVFNHLAPPSPNQDPDEEERFVVALFDYAAVNDRDLQVLKGEKLQVLRSTGDWWLARSLVTGREGYVPSNFVAPVETLEVEKWFFRTISRKDAERQLLAPMNKAGSFLIRESESNKGAFSLSVKDITTQGEVVKHYKIRSLDNGGYYISPRITFPTLQALVQHYSKKGDGLCQKLTLPCVNLAPKNLWAQDEWEIPRQSLKLVRKLGSGQFGEVWMGYYKNNMKVAIKTLKEGTMSPEAFLGEANVMKTLQHERLVRLYAVVTREPIYIVTEYMARGCLLDFLKTDEGSRLSLPRLIDMSAQVAEGMAYIERMNSIHRDLRAANILVSETLCCKIADFGLARIIDSEYTAQEGAKFPIKWTAPEAIHFGVFTIKADVWSFGVLLMEIVTYGRVPYPGMSNPEVIRSLEHGYRMPCPETCPPELYNDIITECWRGRPEERPTFEFLQSVLEDFYTATEGQYELQP. The pIC50 is 5.0.